This data is from Peptide-MHC class I binding affinity with 185,985 pairs from IEDB/IMGT. The task is: Regression. Given a peptide amino acid sequence and an MHC pseudo amino acid sequence, predict their binding affinity value. This is MHC class I binding data. (1) The peptide sequence is FRYCAPPGYA. The MHC is HLA-B27:05 with pseudo-sequence HLA-B27:05. The binding affinity (normalized) is 0.788. (2) The peptide sequence is DMLLWKLPV. The MHC is H-2-Kb with pseudo-sequence H-2-Kb. The binding affinity (normalized) is 0.175. (3) The peptide sequence is YTVKRPNL. The MHC is H-2-Kb with pseudo-sequence H-2-Kb. The binding affinity (normalized) is 0.220. (4) The peptide sequence is IPRACQKSL. The MHC is HLA-B39:01 with pseudo-sequence HLA-B39:01. The binding affinity (normalized) is 0.0847. (5) The peptide sequence is RRRKGWIPL. The MHC is HLA-C07:01 with pseudo-sequence HLA-C07:01. The binding affinity (normalized) is 0.0847. (6) The peptide sequence is STGESSILR. The MHC is HLA-A11:01 with pseudo-sequence HLA-A11:01. The binding affinity (normalized) is 0.368. (7) The peptide sequence is QNLAIESIP. The MHC is HLA-B27:05 with pseudo-sequence HLA-B27:05. The binding affinity (normalized) is 0. (8) The peptide sequence is MQTMLFTMLR. The MHC is HLA-A11:01 with pseudo-sequence HLA-A11:01. The binding affinity (normalized) is 0.777.